From a dataset of Full USPTO retrosynthesis dataset with 1.9M reactions from patents (1976-2016). Predict the reactants needed to synthesize the given product. (1) Given the product [F:13][C:14]1[CH:15]=[CH:16][C:17]2=[C:18]([CH:34]=1)[O:19][CH2:20][C:21]1[CH:31]=[C:30]([CH:32]([C:8]3[N:4]4[CH:5]=[CH:6][CH:7]=[C:2]([Cl:1])[C:3]4=[N:10][C:9]=3[CH3:11])[OH:33])[CH:29]=[CH:28][C:22]=1/[C:23]/2=[C:24](/[CH3:27])\[C:25]#[N:26], predict the reactants needed to synthesize it. The reactants are: [Cl:1][C:2]1[C:3]2[N:4]([C:8](I)=[C:9]([CH3:11])[N:10]=2)[CH:5]=[CH:6][CH:7]=1.[F:13][C:14]1[CH:15]=[CH:16][C:17]2=[C:18]([CH:34]=1)[O:19][CH2:20][C:21]1[CH:31]=[C:30]([CH:32]=[O:33])[CH:29]=[CH:28][C:22]=1/[C:23]/2=[C:24](/[CH3:27])\[C:25]#[N:26]. (2) Given the product [Cl:3][CH2:16][C:14]1[NH:13][N:12]=[C:11]([C:5]2[CH:10]=[CH:9][CH:8]=[CH:7][CH:6]=2)[CH:15]=1, predict the reactants needed to synthesize it. The reactants are: S(Cl)([Cl:3])=O.[C:5]1([C:11]2[CH:15]=[C:14]([CH2:16]O)[NH:13][N:12]=2)[CH:10]=[CH:9][CH:8]=[CH:7][CH:6]=1. (3) Given the product [CH:1]1([N:4]([CH:5]2[CH2:10][CH2:9][N:8]([C:11]3[N:12]=[CH:13][C:14]([CH2:17][CH3:18])=[CH:15][N:16]=3)[CH2:7][CH2:6]2)[C:23](=[O:24])[C:22]2[CH:26]=[CH:27][C:28]([N:29]3[CH:33]=[N:32][CH:31]=[N:30]3)=[C:20]([F:19])[CH:21]=2)[CH2:2][CH2:3]1, predict the reactants needed to synthesize it. The reactants are: [CH:1]1([NH:4][CH:5]2[CH2:10][CH2:9][N:8]([C:11]3[N:16]=[CH:15][C:14]([CH2:17][CH3:18])=[CH:13][N:12]=3)[CH2:7][CH2:6]2)[CH2:3][CH2:2]1.[F:19][C:20]1[CH:21]=[C:22]([CH:26]=[CH:27][C:28]=1[N:29]1[CH:33]=[N:32][CH:31]=[N:30]1)[C:23](O)=[O:24]. (4) Given the product [CH3:1][O:2][C:3]1[CH:9]=[C:8]([O:10][C:11]2[CH:16]=[CH:15][N:14]=[C:13]3[CH:17]=[C:18]([C:20]4[N:21]([CH3:25])[CH:22]=[CH:23][N:24]=4)[S:19][C:12]=23)[CH:7]=[CH:6][C:4]=1[N:5]=[C:26]=[S:41], predict the reactants needed to synthesize it. The reactants are: [CH3:1][O:2][C:3]1[CH:9]=[C:8]([O:10][C:11]2[CH:16]=[CH:15][N:14]=[C:13]3[CH:17]=[C:18]([C:20]4[N:21]([CH3:25])[CH:22]=[CH:23][N:24]=4)[S:19][C:12]=23)[CH:7]=[CH:6][C:4]=1[NH2:5].[C:26](=[S:41])(OC1C=CC=CN=1)OC1C=CC=CN=1.O. (5) Given the product [C:1]([C:3]1[CH:18]=[CH:17][C:6]([CH:7]2[N:24]3[CH:28]=[CH:27][N:26]=[C:25]3[NH:29][C:14]([CH3:15])=[C:8]2[C:9]([O:11][CH2:12][CH3:13])=[O:10])=[CH:5][CH:4]=1)#[N:2], predict the reactants needed to synthesize it. The reactants are: [C:1]([C:3]1[CH:18]=[CH:17][C:6]([CH:7]=[C:8]([C:14](=O)[CH3:15])[C:9]([O:11][CH2:12][CH3:13])=[O:10])=[CH:5][CH:4]=1)#[N:2].S(O)(O)(=O)=O.[NH:24]1[CH:28]=[CH:27][N:26]=[C:25]1[NH2:29].C(=O)(O)[O-].[Na+]. (6) Given the product [Cl:1][C:2]1[CH:26]=[C:25]([O:27][CH3:28])[C:24]([O:29][CH2:37][CH2:36][NH:35][C:34]([O:33][CH3:32])=[O:39])=[CH:23][C:3]=1[C:4]([N:6]([CH:20]([CH3:22])[CH3:21])[C@@H:7]1[CH2:12][CH2:11][CH2:10][N:9]([C:13]([O:15][C:16]([CH3:18])([CH3:17])[CH3:19])=[O:14])[CH2:8]1)=[O:5], predict the reactants needed to synthesize it. The reactants are: [Cl:1][C:2]1[CH:26]=[C:25]([O:27][CH3:28])[C:24]([OH:29])=[CH:23][C:3]=1[C:4]([N:6]([CH:20]([CH3:22])[CH3:21])[C@@H:7]1[CH2:12][CH2:11][CH2:10][N:9]([C:13]([O:15][C:16]([CH3:19])([CH3:18])[CH3:17])=[O:14])[CH2:8]1)=[O:5].[H-].[Na+].[CH3:32][O:33][C:34](=[O:39])[NH:35][CH2:36][CH2:37]Br.[Cl-].[NH4+].